This data is from Full USPTO retrosynthesis dataset with 1.9M reactions from patents (1976-2016). The task is: Predict the reactants needed to synthesize the given product. (1) Given the product [Br:1][C:2]1[CH:7]=[CH:6][C:5]([CH:8]=[O:9])=[CH:4][C:3]=1[Cl:10], predict the reactants needed to synthesize it. The reactants are: [Br:1][C:2]1[CH:7]=[CH:6][C:5]([CH2:8][OH:9])=[CH:4][C:3]=1[Cl:10].[Cr](Cl)([O-])(=O)=O.[NH+]1C=CC=CC=1. (2) Given the product [NH2:1][C:4]1[C:12]([NH:13][C:14]2[CH:15]=[C:16]([CH:19]=[CH:20][CH:21]=2)[C:17]#[N:18])=[CH:11][CH:10]=[C:9]2[C:5]=1[CH2:6][CH2:7][CH2:8]2, predict the reactants needed to synthesize it. The reactants are: [N+:1]([C:4]1[C:12]([NH:13][C:14]2[CH:15]=[C:16]([CH:19]=[CH:20][CH:21]=2)[C:17]#[N:18])=[CH:11][CH:10]=[C:9]2[C:5]=1[CH2:6][CH2:7][CH2:8]2)([O-])=O.O. (3) Given the product [CH3:21][C:22]1[C:30]2[C:25](=[CH:26][CH:27]=[C:28]([C:2]3[CH:3]=[CH:4][N:5]4[C:10]([C:11]=3[CH3:12])=[C:9]([CH:13]3[CH2:15][CH2:14]3)[CH:8]=[C:7]([C:16]([O:18][CH3:19])=[O:17])[C:6]4=[O:20])[CH:29]=2)[NH:24][N:23]=1, predict the reactants needed to synthesize it. The reactants are: Cl[C:2]1[CH:3]=[CH:4][N:5]2[C:10]([C:11]=1[CH3:12])=[C:9]([CH:13]1[CH2:15][CH2:14]1)[CH:8]=[C:7]([C:16]([O:18][CH3:19])=[O:17])[C:6]2=[O:20].[CH3:21][C:22]1[C:30]2[C:25](=[CH:26][CH:27]=[C:28](B(O)O)[CH:29]=2)[NH:24][N:23]=1.